From a dataset of Peptide-MHC class II binding affinity with 134,281 pairs from IEDB. Regression. Given a peptide amino acid sequence and an MHC pseudo amino acid sequence, predict their binding affinity value. This is MHC class II binding data. (1) The binding affinity (normalized) is 0.181. The peptide sequence is YDKFLANVSTVVTGK. The MHC is DRB1_0401 with pseudo-sequence DRB1_0401. (2) The peptide sequence is RSKFLLMDALKLSIE. The MHC is DRB1_0701 with pseudo-sequence DRB1_0701. The binding affinity (normalized) is 0.706. (3) The peptide sequence is EDKFLANVSTVLTGK. The MHC is DRB1_1302 with pseudo-sequence DRB1_1302. The binding affinity (normalized) is 0.843. (4) The peptide sequence is TIPLVALTLTSYLGLK. The MHC is DRB1_0901 with pseudo-sequence DRB1_0901. The binding affinity (normalized) is 0.666. (5) The peptide sequence is PKLEFGSLIVNPSLN. The MHC is DRB1_0405 with pseudo-sequence DRB1_0405. The binding affinity (normalized) is 0.917. (6) The peptide sequence is GFVGLCRTLGSKCVR. The MHC is DRB1_0301 with pseudo-sequence DRB1_0301. The binding affinity (normalized) is 0.298.